This data is from Full USPTO retrosynthesis dataset with 1.9M reactions from patents (1976-2016). The task is: Predict the reactants needed to synthesize the given product. Given the product [CH3:1][S:2]([O:24][CH:14]([CH2:13][O:12][C:11]1[CH:10]=[CH:9][C:8]([C:6]#[N:7])=[CH:26][CH:25]=1)[CH2:15][NH:16][C:17]([O:18][C:19]([CH3:20])([CH3:21])[CH3:22])=[O:23])(=[O:4])=[O:3], predict the reactants needed to synthesize it. The reactants are: [CH3:1][S:2](Cl)(=[O:4])=[O:3].[C:6]([C:8]1[CH:26]=[CH:25][C:11]([O:12][CH2:13][CH:14]([OH:24])[CH2:15][NH:16][C:17](=[O:23])[O:18][C:19]([CH3:22])([CH3:21])[CH3:20])=[CH:10][CH:9]=1)#[N:7].O.C(Cl)Cl.